This data is from Catalyst prediction with 721,799 reactions and 888 catalyst types from USPTO. The task is: Predict which catalyst facilitates the given reaction. (1) Reactant: C1(C)C=CC(S(O[CH:11]([C:24]2[CH:29]=[CH:28][C:27]([C:30]([CH3:33])([CH3:32])[CH3:31])=[CH:26][CH:25]=2)[CH2:12][O:13][C:14]2[C:23]3[C:18](=[CH:19][CH:20]=[CH:21][CH:22]=3)[N:17]=[CH:16][N:15]=2)(=O)=O)=CC=1.[F-:35].C([N+](CCCC)(CCCC)CCCC)CCC. Product: [F:35][CH:11]([C:24]1[CH:29]=[CH:28][C:27]([C:30]([CH3:33])([CH3:32])[CH3:31])=[CH:26][CH:25]=1)[CH2:12][O:13][C:14]1[C:23]2[C:18](=[CH:19][CH:20]=[CH:21][CH:22]=2)[N:17]=[CH:16][N:15]=1. The catalyst class is: 6. (2) Reactant: [H-].[Na+].[OH:3][C@@H:4]([CH2:14][O:15][C@H:16]([CH3:29])[CH2:17][O:18][Si:19]([CH:26]([CH3:28])[CH3:27])([CH:23]([CH3:25])[CH3:24])[CH:20]([CH3:22])[CH3:21])[C:5]([NH:7][C:8]1[CH:13]=[CH:12][CH:11]=[CH:10][N:9]=1)=[O:6].Cl[C:31]1[N:36]=[CH:35][N:34]=[C:33]2[N:37]([C:40]3[CH:45]=[CH:44][CH:43]=[CH:42][C:41]=3[Cl:46])[N:38]=[CH:39][C:32]=12.C(O)(=O)CC(CC(O)=O)(C(O)=O)O. Product: [Cl:46][C:41]1[CH:42]=[CH:43][CH:44]=[CH:45][C:40]=1[N:37]1[C:33]2=[N:34][CH:35]=[N:36][C:31]([O:3][C@@H:4]([CH2:14][O:15][C@H:16]([CH3:29])[CH2:17][O:18][Si:19]([CH:26]([CH3:28])[CH3:27])([CH:20]([CH3:21])[CH3:22])[CH:23]([CH3:25])[CH3:24])[C:5]([NH:7][C:8]3[CH:13]=[CH:12][CH:11]=[CH:10][N:9]=3)=[O:6])=[C:32]2[CH:39]=[N:38]1. The catalyst class is: 1. (3) Reactant: C(OC([NH:8][C@@H:9]([CH2:18][S:19][CH2:20][C:21]1[CH:26]=[CH:25][C:24]([O:27][CH3:28])=[CH:23][CH:22]=1)[CH2:10][O:11][C:12](=[O:17])[C:13]([CH3:16])([CH3:15])[CH3:14])=O)(C)(C)C.Cl.O1CCOCC1. Product: [NH2:8][C@@H:9]([CH2:18][S:19][CH2:20][C:21]1[CH:26]=[CH:25][C:24]([O:27][CH3:28])=[CH:23][CH:22]=1)[CH2:10][O:11][C:12](=[O:17])[C:13]([CH3:16])([CH3:15])[CH3:14]. The catalyst class is: 4. (4) Product: [Cl:9][C:7]1[N:8]2[C:40]([NH:39][C:36]3[CH:35]=[CH:34][C:33]([C:32]([F:31])([F:42])[F:43])=[CH:38][CH:37]=3)=[N:2][N:1]=[C:3]2[CH:4]=[C:5]([C:10]2[C:15]([CH3:16])=[CH:14][CH:13]=[CH:12][N:11]=2)[CH:6]=1. Reactant: [NH:1]([C:3]1[N:8]=[C:7]([Cl:9])[CH:6]=[C:5]([C:10]2[C:15]([CH3:16])=[CH:14][CH:13]=[CH:12][N:11]=2)[CH:4]=1)[NH2:2].CC1C=CC(C)=CC=1.CN(C)C(=O)C.[F:31][C:32]([F:43])([F:42])[C:33]1[CH:38]=[CH:37][C:36]([N:39]=[C:40]=S)=[CH:35][CH:34]=1.C1(N=C=NC2CCCCC2)CCCCC1. The catalyst class is: 408. (5) Reactant: [CH3:1][C:2]1[CH:7]=[CH:6][C:5]([C:8](=[O:12])[C:9](Cl)=[O:10])=[CH:4][CH:3]=1.[CH3:13][O:14][C:15]1[CH:16]=[C:17]([C:23]2[CH:28]=[CH:27][CH:26]=[CH:25][C:24]=2[NH2:29])[CH:18]=[CH:19][C:20]=1[O:21][CH3:22].C(N(CC)CC)C.O. Product: [CH3:13][O:14][C:15]1[CH:16]=[C:17]([C:23]2[CH:28]=[CH:27][CH:26]=[CH:25][C:24]=2[NH:29][C:9](=[O:10])[C:8]([C:5]2[CH:6]=[CH:7][C:2]([CH3:1])=[CH:3][CH:4]=2)=[O:12])[CH:18]=[CH:19][C:20]=1[O:21][CH3:22]. The catalyst class is: 7. (6) Reactant: [F:1][C:2]([F:15])([F:14])[CH:3]1[CH2:12][CH:11]2[CH2:13][CH:4]1[C:5]1[CH:10]2[CH2:9][CH2:8][CH2:7][CH:6]=1.[H][H]. Product: [F:1][C:2]([F:14])([F:15])[CH:3]1[CH2:12][CH:11]2[CH2:13][CH:4]1[CH:5]1[CH:10]2[CH2:9][CH2:8][CH2:7][CH2:6]1. The catalyst class is: 43. (7) Reactant: [NH2:1][C:2]1[CH:3]=[N:4][CH:5]=[C:6]([CH:10]=1)[C:7]([OH:9])=O.[NH2:11][C:12]1[CH:13]=[C:14]([C@@H:18]([NH:20][C:21]2[CH:26]=[N:25][CH:24]=[C:23]([Cl:27])[N:22]=2)[CH3:19])[CH:15]=[CH:16][CH:17]=1.Cl.CN(C)CCCN=C=NCC.CN1CCOCC1. Product: [NH2:1][C:2]1[CH:3]=[N:4][CH:5]=[C:6]([CH:10]=1)[C:7]([NH:11][C:12]1[CH:17]=[CH:16][CH:15]=[C:14]([C@@H:18]([NH:20][C:21]2[CH:26]=[N:25][CH:24]=[C:23]([Cl:27])[N:22]=2)[CH3:19])[CH:13]=1)=[O:9]. The catalyst class is: 42. (8) Reactant: C(OC1C=CC(C(C2C=CC=CC=2)=O)=CC=1)C=C.[CH3:19][SiH:20]([CH3:25])[O:21][SiH:22]([CH3:24])[CH3:23].C(OC1C=CC(C(C2C=CC=CC=2)=O)=CC=1)C=C.C1COCC1. Product: [CH3:19][SiH:20]([CH3:25])[O:21][Si:22]([CH3:24])([CH3:23])[O:21][SiH:20]([CH3:25])[CH3:19]. The catalyst class is: 1. (9) Reactant: O[C:2]1[CH:7]=[CH:6][C:5]([C:8]([F:11])([F:10])[F:9])=[CH:4][C:3]=1[NH:12][C:13](=[O:20])[C:14]1[CH:19]=[CH:18][N:17]=[CH:16][CH:15]=1.O1CCCC1.C1(P(C2C=CC=CC=2)C2C=CC=CC=2)C=CC=CC=1.N(C(OCC)=O)=NC(OCC)=O. Product: [N:17]1[CH:16]=[CH:15][C:14]([C:13]2[O:20][C:2]3[CH:7]=[CH:6][C:5]([C:8]([F:9])([F:10])[F:11])=[CH:4][C:3]=3[N:12]=2)=[CH:19][CH:18]=1. The catalyst class is: 226. (10) Reactant: [CH:1]1[C:7]([NH2:8])=[N:6][C:4](=[O:5])[N:3]([C@@H:9]2[O:13][C@H:12]([CH2:14][OH:15])[C@@H:11]([OH:16])[C:10]2([F:18])[F:17])[CH:2]=1.Cl[Si:20]([CH:33]([CH3:35])[CH3:34])([CH:30]([CH3:32])[CH3:31])[O:21][Si:22](Cl)([CH:26]([CH3:28])[CH3:27])[CH:23]([CH3:25])[CH3:24]. Product: [NH2:8][C:7]1[CH:1]=[CH:2][N:3]([C@@H:9]2[O:13][C@H:12]3[C@@H:11]([O:16][Si:20]([CH:30]([CH3:32])[CH3:31])([CH:33]([CH3:35])[CH3:34])[O:21][Si:22]([CH:26]([CH3:28])[CH3:27])([CH:23]([CH3:24])[CH3:25])[O:15][CH2:14]3)[C:10]2([F:17])[F:18])[C:4](=[O:5])[N:6]=1. The catalyst class is: 17.